From a dataset of Buchwald-Hartwig C-N cross coupling reaction yields with 55,370 reactions. Predict the reaction yield, written as a fraction of the theoretical maximum amount of product (1.0 means a 100% yield; for example, 0.34 means a 34% yield). (1) The reactants are Clc1cccnc1.Cc1ccc(N)cc1.O=S(=O)(O[Pd]1c2ccccc2-c2ccccc2N~1)C(F)(F)F.CC(C)c1cc(C(C)C)c(-c2ccccc2P(C2CCCCC2)C2CCCCC2)c(C(C)C)c1.CN(C)C(=NC(C)(C)C)N(C)C.Cc1cc(C)on1. No catalyst specified. The product is Cc1ccc(Nc2cccnc2)cc1. The yield is 0.141. (2) The reactants are FC(F)(F)c1ccc(I)cc1.Cc1ccc(N)cc1.O=S(=O)(O[Pd]1c2ccccc2-c2ccccc2N~1)C(F)(F)F.COc1ccc(OC)c(P([C@]23C[C@H]4C[C@H](C[C@H](C4)C2)C3)[C@]23C[C@H]4C[C@H](C[C@H](C4)C2)C3)c1-c1c(C(C)C)cc(C(C)C)cc1C(C)C.CCN=P(N=P(N(C)C)(N(C)C)N(C)C)(N(C)C)N(C)C.Cc1cc(-c2ccccc2)on1. No catalyst specified. The product is Cc1ccc(Nc2ccc(C(F)(F)F)cc2)cc1. The yield is 0.297. (3) The reactants are FC(F)(F)c1ccc(Br)cc1.Cc1ccc(N)cc1.O=S(=O)(O[Pd]1c2ccccc2-c2ccccc2N~1)C(F)(F)F.COc1ccc(OC)c(P(C(C)(C)C)C(C)(C)C)c1-c1c(C(C)C)cc(C(C)C)cc1C(C)C.CCN=P(N=P(N(C)C)(N(C)C)N(C)C)(N(C)C)N(C)C.CCOC(=O)c1cc(OC)no1. No catalyst specified. The product is Cc1ccc(Nc2ccc(C(F)(F)F)cc2)cc1. The yield is 0.283. (4) The reactants are CCc1ccc(Cl)cc1.Cc1ccc(N)cc1.O=S(=O)(O[Pd]1c2ccccc2-c2ccccc2N~1)C(F)(F)F.COc1ccc(OC)c(P([C@]23C[C@H]4C[C@H](C[C@H](C4)C2)C3)[C@]23C[C@H]4C[C@H](C[C@H](C4)C2)C3)c1-c1c(C(C)C)cc(C(C)C)cc1C(C)C.CN1CCCN2CCCN=C12.CCOC(=O)c1cnoc1C. No catalyst specified. The product is CCc1ccc(Nc2ccc(C)cc2)cc1. The yield is 0.00955. (5) The reactants are FC(F)(F)c1ccc(Br)cc1.Cc1ccc(N)cc1.O=S(=O)(O[Pd]1c2ccccc2-c2ccccc2N~1)C(F)(F)F.COc1ccc(OC)c(P(C(C)(C)C)C(C)(C)C)c1-c1c(C(C)C)cc(C(C)C)cc1C(C)C.CN1CCCN2CCCN=C12.Fc1cccc(F)c1-c1ccno1. No catalyst specified. The product is Cc1ccc(Nc2ccc(C(F)(F)F)cc2)cc1. The yield is 0.363. (6) The reactants are FC(F)(F)c1ccc(I)cc1.Cc1ccc(N)cc1.O=S(=O)(O[Pd]1c2ccccc2-c2ccccc2N~1)C(F)(F)F.CC(C)c1cc(C(C)C)c(-c2ccccc2P(C(C)(C)C)C(C)(C)C)c(C(C)C)c1.CCN=P(N=P(N(C)C)(N(C)C)N(C)C)(N(C)C)N(C)C.COC(=O)c1ccno1. No catalyst specified. The product is Cc1ccc(Nc2ccc(C(F)(F)F)cc2)cc1. The yield is 0.118. (7) The reactants are FC(F)(F)c1ccc(I)cc1.Cc1ccc(N)cc1.O=S(=O)(O[Pd]1c2ccccc2-c2ccccc2N~1)C(F)(F)F.CC(C)c1cc(C(C)C)c(-c2ccccc2P(C(C)(C)C)C(C)(C)C)c(C(C)C)c1.CN1CCCN2CCCN=C12.COC(=O)c1cc(-c2ccco2)on1. No catalyst specified. The product is Cc1ccc(Nc2ccc(C(F)(F)F)cc2)cc1. The yield is 0.427. (8) The reactants are CCc1ccc(Cl)cc1.Cc1ccc(N)cc1.O=S(=O)(O[Pd]1c2ccccc2-c2ccccc2N~1)C(F)(F)F.CC(C)c1cc(C(C)C)c(-c2ccccc2P(C(C)(C)C)C(C)(C)C)c(C(C)C)c1.CCN=P(N=P(N(C)C)(N(C)C)N(C)C)(N(C)C)N(C)C.CCOC(=O)c1cnoc1. No catalyst specified. The product is CCc1ccc(Nc2ccc(C)cc2)cc1. The yield is 0.00400. (9) The reactants are Clc1ccccn1.Cc1ccc(N)cc1.O=S(=O)(O[Pd]1c2ccccc2-c2ccccc2N~1)C(F)(F)F.COc1ccc(OC)c(P(C(C)(C)C)C(C)(C)C)c1-c1c(C(C)C)cc(C(C)C)cc1C(C)C.CCN=P(N=P(N(C)C)(N(C)C)N(C)C)(N(C)C)N(C)C.CCOC(=O)c1cnoc1. No catalyst specified. The product is Cc1ccc(Nc2ccccn2)cc1. The yield is 0.0444. (10) The reactants are Clc1ccccn1.Cc1ccc(N)cc1.O=S(=O)(O[Pd]1c2ccccc2-c2ccccc2N~1)C(F)(F)F.COc1ccc(OC)c(P([C@]23C[C@H]4C[C@H](C[C@H](C4)C2)C3)[C@]23C[C@H]4C[C@H](C[C@H](C4)C2)C3)c1-c1c(C(C)C)cc(C(C)C)cc1C(C)C.CN(C)C(=NC(C)(C)C)N(C)C.Fc1cccc(F)c1-c1ccno1. No catalyst specified. The product is Cc1ccc(Nc2ccccn2)cc1. The yield is 0.203.